From a dataset of Forward reaction prediction with 1.9M reactions from USPTO patents (1976-2016). Predict the product of the given reaction. (1) Given the reactants [CH3:1][S:2](Cl)(=[O:4])=[O:3].[Cl:6][C:7]1[C:8]2[CH:15]=[CH:14][NH:13][C:9]=2[N:10]=[CH:11][N:12]=1.CC(C)=O, predict the reaction product. The product is: [Cl:6][C:7]1[C:8]2[CH:15]=[CH:14][N:13]([S:2]([CH3:1])(=[O:4])=[O:3])[C:9]=2[N:10]=[CH:11][N:12]=1. (2) The product is: [OH:1][C:2]1[CH:7]=[CH:6][CH:5]=[CH:4][C:3]=1[C:8]1[N:13]([CH2:14][CH2:15][C:16]2[CH:17]=[CH:18][CH:19]=[CH:20][CH:21]=2)[C:12](=[O:22])[C:11]([O:53][CH:50]([CH3:52])[CH3:51])=[C:10]([CH3:23])[N:9]=1. Given the reactants [OH:1][C:2]1[CH:7]=[CH:6][CH:5]=[CH:4][C:3]=1[C:8]1[N:13]([CH2:14][CH2:15][C:16]2[CH:21]=[CH:20][CH:19]=[CH:18][CH:17]=2)[C:12](=[O:22])[CH:11]=[C:10]([CH2:23]N2CCCCC2)[N:9]=1.N1C2C(=CC=C3C=2N=CC=C3)C=CC=1.C(=O)([O-])[O-].[Cs+].[Cs+].[CH:50]([OH:53])([CH3:52])[CH3:51], predict the reaction product. (3) The product is: [Cl:1][C:2]1[CH:7]=[C:6]2[NH:8][C:9](=[O:40])[C:10]3([CH:15]([C:16]4[CH:21]=[C:20]([Cl:22])[CH:19]=[CH:18][C:17]=4[O:23][CH2:24][C:25]([CH3:26])([CH3:27])[C:28](=[O:29])[N:41]4[CH2:45][CH2:44][CH2:43][CH2:42]4)[CH2:14][C:13](=[O:31])[NH:12][CH:11]3[C:32]3[CH:37]=[C:36]([F:38])[CH:35]=[CH:34][C:33]=3[CH3:39])[C:5]2=[CH:4][CH:3]=1. Given the reactants [Cl:1][C:2]1[CH:7]=[C:6]2[NH:8][C:9](=[O:40])[C:10]3([CH:15]([C:16]4[CH:21]=[C:20]([Cl:22])[CH:19]=[CH:18][C:17]=4[O:23][CH2:24][C:25]([C:28](O)=[O:29])([CH3:27])[CH3:26])[CH2:14][C:13](=[O:31])[NH:12][CH:11]3[C:32]3[CH:37]=[C:36]([F:38])[CH:35]=[CH:34][C:33]=3[CH3:39])[C:5]2=[CH:4][CH:3]=1.[NH:41]1[CH2:45][CH2:44][CH2:43][CH2:42]1.CCN=C=NCCCN(C)C.Cl.C1C=CC2N(O)N=NC=2C=1.CCN(C(C)C)C(C)C, predict the reaction product.